This data is from Full USPTO retrosynthesis dataset with 1.9M reactions from patents (1976-2016). The task is: Predict the reactants needed to synthesize the given product. (1) The reactants are: F[P-](F)(F)(F)(F)F.N1(O[P+](N(C)C)(N(C)C)N(C)C)C2C=CC=CC=2N=N1.N12CCCN=C1CCCCC2.O[C:40]1[CH:45]=[CH:44][N:43]=[C:42]([C:46]2[N:50]3[CH:51]=[C:52]([C:55]#[N:56])[CH:53]=[CH:54][C:49]3=[N:48][CH:47]=2)[N:41]=1.[NH2:57][C@@H:58]1[CH2:63][CH2:62][CH2:61][N:60]([C:64]([O:66][C:67]([CH3:70])([CH3:69])[CH3:68])=[O:65])[CH2:59]1. Given the product [C:67]([O:66][C:64]([N:60]1[CH2:61][CH2:62][CH2:63][C@@H:58]([NH:57][C:40]2[CH:45]=[CH:44][N:43]=[C:42]([C:46]3[N:50]4[CH:51]=[C:52]([C:55]#[N:56])[CH:53]=[CH:54][C:49]4=[N:48][CH:47]=3)[N:41]=2)[CH2:59]1)=[O:65])([CH3:70])([CH3:68])[CH3:69], predict the reactants needed to synthesize it. (2) Given the product [Cl:19][C:20]1[CH:21]=[C:22]([CH:35]=[CH:36][C:37]=1[C:38]1[N:40]=[C:16]([C:10]2[O:9][N:8]=[C:7]([C:1]3[CH:2]=[CH:3][CH:4]=[CH:5][CH:6]=3)[C:11]=2[C:12]([F:13])([F:14])[F:15])[O:18][N:39]=1)[CH2:23][N:24]1[CH2:27][CH:26]([C:28]([O:30][C:31]([CH3:33])([CH3:34])[CH3:32])=[O:29])[CH2:25]1, predict the reactants needed to synthesize it. The reactants are: [C:1]1([C:7]2[C:11]([C:12]([F:15])([F:14])[F:13])=[C:10]([C:16]([OH:18])=O)[O:9][N:8]=2)[CH:6]=[CH:5][CH:4]=[CH:3][CH:2]=1.[Cl:19][C:20]1[CH:21]=[C:22]([CH:35]=[CH:36][C:37]=1[C:38](=[N:40]O)[NH2:39])[CH2:23][N:24]1[CH2:27][CH:26]([C:28]([O:30][C:31]([CH3:34])([CH3:33])[CH3:32])=[O:29])[CH2:25]1.C1N(P(Cl)(N2C(=O)OCC2)=O)C(=O)OC1.C(N(CC)CC)C. (3) Given the product [Cl:40][C:24]1[C:25]([NH:27][C:28]2[C:38]([F:39])=[CH:37][CH:36]=[CH:35][C:29]=2[C:30]([NH:32][CH2:33][CH3:34])=[O:31])=[N:26][C:21]([NH:1][C:2]2[C:17]([O:18][CH3:19])=[CH:16][C:5]3[CH2:6][CH2:7][N:8]([CH2:11][C:12](=[O:13])[NH:14][CH3:15])[CH2:9][CH2:10][C:4]=3[CH:3]=2)=[N:22][CH:23]=1, predict the reactants needed to synthesize it. The reactants are: [NH2:1][C:2]1[C:17]([O:18][CH3:19])=[CH:16][C:5]2[CH2:6][CH2:7][N:8]([CH2:11][C:12]([NH:14][CH3:15])=[O:13])[CH2:9][CH2:10][C:4]=2[CH:3]=1.Cl[C:21]1[N:26]=[C:25]([NH:27][C:28]2[C:38]([F:39])=[CH:37][CH:36]=[CH:35][C:29]=2[C:30]([NH:32][CH2:33][CH3:34])=[O:31])[C:24]([Cl:40])=[CH:23][N:22]=1. (4) Given the product [Cl:16][C:17]1[S:21][C:20]([C:22]([NH:24][CH2:25][C@H:26]([OH:27])[CH2:28][NH:1][C:2]2[CH:7]=[CH:6][C:5]([N:8]3[CH:13]=[CH:12][CH:11]=[CH:10][C:9]3=[O:14])=[CH:4][C:3]=2[F:15])=[O:23])=[CH:19][CH:18]=1, predict the reactants needed to synthesize it. The reactants are: [NH2:1][C:2]1[CH:7]=[CH:6][C:5]([N:8]2[CH:13]=[CH:12][CH:11]=[CH:10][C:9]2=[O:14])=[CH:4][C:3]=1[F:15].[Cl:16][C:17]1[S:21][C:20]([C:22]([NH:24][CH2:25][C@H:26]2[CH2:28][O:27]2)=[O:23])=[CH:19][CH:18]=1. (5) Given the product [NH:2]1[CH2:7][CH2:6][CH2:5][C@@H:4]2[C:8]3[CH:9]=[C:10]([C:15]#[N:16])[CH:11]=[CH:12][C:13]=3[CH2:14][C@H:3]12, predict the reactants needed to synthesize it. The reactants are: Cl.[NH:2]1[CH2:7][CH2:6][CH2:5][CH:4]2[C:8]3[CH:9]=[C:10]([C:15]#[N:16])[CH:11]=[CH:12][C:13]=3[CH2:14][CH:3]12.C([C@](C(O)=O)(O)[C@](C(=O)C1C=CC=CC=1)(O)C(O)=O)(=O)C1C=CC=CC=1. (6) Given the product [CH2:22]([C:21]1[C:2]2[C:3](=[CH:4][CH:5]=[C:6]([O:8][C:9]([F:10])([F:11])[F:12])[CH:7]=2)[NH:13][CH:20]=1)[CH3:23], predict the reactants needed to synthesize it. The reactants are: Br[C:2]1[CH:7]=[C:6]([O:8][C:9]([F:12])([F:11])[F:10])[CH:5]=[CH:4][C:3]=1[N:13]([CH2:20][CH:21]=[CH:22][CH3:23])C(=O)C(F)(F)F.O.